Task: Regression. Given two drug SMILES strings and cell line genomic features, predict the synergy score measuring deviation from expected non-interaction effect.. Dataset: NCI-60 drug combinations with 297,098 pairs across 59 cell lines Drug 1: C1=C(C(=O)NC(=O)N1)F. Drug 2: COC1=C2C(=CC3=C1OC=C3)C=CC(=O)O2. Cell line: EKVX. Synergy scores: CSS=21.6, Synergy_ZIP=-1.51, Synergy_Bliss=-4.07, Synergy_Loewe=-4.41, Synergy_HSA=-3.89.